This data is from Forward reaction prediction with 1.9M reactions from USPTO patents (1976-2016). The task is: Predict the product of the given reaction. (1) Given the reactants [C:1]([O:5][C:6](=[O:14])[N:7]([CH2:9][CH2:10][CH2:11][CH2:12][NH2:13])[CH3:8])([CH3:4])([CH3:3])[CH3:2].[Cl:15][C:16]1[CH:17]=[C:18]([CH3:24])[C:19]([CH:22]=O)=[N:20][CH:21]=1, predict the reaction product. The product is: [C:1]([O:5][C:6](=[O:14])[N:7]([CH2:9][CH2:10][CH2:11][CH2:12][NH:13][CH2:22][C:19]1[C:18]([CH3:24])=[CH:17][C:16]([Cl:15])=[CH:21][N:20]=1)[CH3:8])([CH3:4])([CH3:2])[CH3:3]. (2) The product is: [CH2:11]([O:10][C:4]1[CH:3]=[C:2]([C:21]([C:23]2[CH:31]=[C:30]3[C:26]([CH:27]=[CH:28][NH:29]3)=[CH:25][CH:24]=2)=[O:22])[CH:7]=[CH:6][C:5]=1[O:8][CH3:9])[CH3:12]. Given the reactants Br[C:2]1[CH:7]=[CH:6][C:5]([O:8][CH3:9])=[C:4]([O:10][CH2:11][CH3:12])[CH:3]=1.C([Li])CCC.CON(C)[C:21]([C:23]1[CH:31]=[C:30]2[C:26]([CH:27]=[CH:28][NH:29]2)=[CH:25][CH:24]=1)=[O:22].C(O)(C)C, predict the reaction product. (3) Given the reactants [CH3:1][O:2][C:3](=[O:10])[C:4](=[O:9])[CH2:5][CH:6]([CH3:8])[CH3:7].CO[CH:13](OC)[N:14]([CH3:16])[CH3:15].O.[C:20]1(C)C=CC(S(O)(=O)=O)=CC=1, predict the reaction product. The product is: [CH2:1]([O:2][C:3](=[O:10])[C:4](=[O:9])[C:5]([CH:6]([CH3:8])[CH3:7])=[CH:13][N:14]([CH3:16])[CH3:15])[CH3:20]. (4) Given the reactants [CH3:1][C:2]1[C:7]([CH2:8][C:9]#N)=[CH:6][CH:5]=[C:4]([C:11]2[CH:16]=[CH:15][C:14]([C:17]([F:20])([F:19])[F:18])=[CH:13][CH:12]=2)[N:3]=1.[OH-:21].[Na+].[OH2:23], predict the reaction product. The product is: [CH3:1][C:2]1[C:7]([CH2:8][C:9]([OH:23])=[O:21])=[CH:6][CH:5]=[C:4]([C:11]2[CH:16]=[CH:15][C:14]([C:17]([F:20])([F:19])[F:18])=[CH:13][CH:12]=2)[N:3]=1. (5) Given the reactants [N:1]1([CH2:7][CH2:8][CH2:9][CH2:10][N:11]2C(=O)C3C(=CC=CC=3)C2=O)[CH2:6][CH2:5][CH2:4][CH2:3][CH2:2]1.O.NN, predict the reaction product. The product is: [N:1]1([CH2:7][CH2:8][CH2:9][CH2:10][NH2:11])[CH2:6][CH2:5][CH2:4][CH2:3][CH2:2]1. (6) The product is: [C:1]([O:5][C:6]([N:8]1[C:24](=[O:25])[C:23]2[C:13]3[CH:14]=[CH:15][C:16]4[CH:17]=[N:18][C:19]([C:46]5[CH:47]=[N:48][CH:49]=[CH:50][CH:51]=5)=[CH:20][C:21]=4[C:12]=3[NH:11][C:10]=2[CH2:9]1)=[O:7])([CH3:3])([CH3:2])[CH3:4]. Given the reactants [C:1]([O:5][C:6]([N:8]1[C:24](=[O:25])[C:23]2[C:13]3[CH:14]=[CH:15][C:16]4[CH:17]=[N:18][C:19](Cl)=[CH:20][C:21]=4[C:12]=3[N:11](C(OC(C)(C)C)=O)[C:10]=2[CH2:9]1)=[O:7])([CH3:4])([CH3:3])[CH3:2].CCCC[Sn]([C:46]1[CH:51]=[CH:50][CH:49]=[N:48][CH:47]=1)(CCCC)CCCC, predict the reaction product.